Dataset: Catalyst prediction with 721,799 reactions and 888 catalyst types from USPTO. Task: Predict which catalyst facilitates the given reaction. Reactant: [NH2:1][C:2]1[CH:9]=[C:8]([Br:10])[CH:7]=[CH:6][C:3]=1[C:4]#[N:5].B. Product: [NH2:5][CH2:4][C:3]1[CH:6]=[CH:7][C:8]([Br:10])=[CH:9][C:2]=1[NH2:1]. The catalyst class is: 1.